This data is from Forward reaction prediction with 1.9M reactions from USPTO patents (1976-2016). The task is: Predict the product of the given reaction. (1) Given the reactants [F:1][C:2]1[CH:7]=[CH:6][C:5]([N:8]2[C:13]([CH3:14])=[CH:12][CH:11]=[C:10]([C:15]#N)[C:9]2=[O:17])=[C:4]([CH3:18])[CH:3]=1.S(=O)(=O)(O)[OH:20].[OH-:24].[Na+], predict the reaction product. The product is: [F:1][C:2]1[CH:7]=[CH:6][C:5]([N:8]2[C:13]([CH3:14])=[CH:12][CH:11]=[C:10]([C:15]([OH:20])=[O:24])[C:9]2=[O:17])=[C:4]([CH3:18])[CH:3]=1. (2) Given the reactants [C:1](/[CH:3]=[CH:4]/[S:5]([C:8]1[CH:13]=[CH:12][C:11]([C:14]([CH3:28])([CH3:27])[C:15]([NH:17][NH:18][C:19]([CH:21]2[CH2:26][CH2:25][CH2:24][CH2:23][CH2:22]2)=[O:20])=O)=[CH:10][CH:9]=1)(=[O:7])=[O:6])#[N:2].P(Cl)(Cl)(Cl)=O, predict the reaction product. The product is: [CH:21]1([C:19]2[O:20][C:15]([C:14]([C:11]3[CH:12]=[CH:13][C:8]([S:5](/[CH:4]=[CH:3]/[C:1]#[N:2])(=[O:6])=[O:7])=[CH:9][CH:10]=3)([CH3:28])[CH3:27])=[N:17][N:18]=2)[CH2:22][CH2:23][CH2:24][CH2:25][CH2:26]1. (3) Given the reactants [NH2:1][C@@H:2]1[CH:7]2[CH2:8][CH2:9][N:4]([CH2:5][CH2:6]2)[CH2:3]1.[H-].[Na+].O=[CH:13][CH2:14][N:15]1[C:23]2[C:18](=[CH:19][CH:20]=[CH:21][C:22]=2[C:24]([O:26][CH3:27])=[O:25])[CH:17]=[CH:16]1.C(O[BH-](OC(=O)C)OC(=O)C)(=O)C.[Na+], predict the reaction product. The product is: [N:4]12[CH2:9][CH2:8][CH:7]([CH2:6][CH2:5]1)[C@@H:2]([NH:1][CH2:13][CH2:14][N:15]1[C:23]3[C:18](=[CH:19][CH:20]=[CH:21][C:22]=3[C:24]([O:26][CH3:27])=[O:25])[CH:17]=[CH:16]1)[CH2:3]2. (4) Given the reactants [OH:1][C:2]([C:4]([F:15])([F:14])[CH:5]([O:8][C:9](=[O:13])[C:10]([CH3:12])=[CH2:11])[CH2:6][CH3:7])=[O:3].C1COCC1.C(N(CC)CC)C.Cl[C:29]1([CH3:34])[CH2:33][CH2:32][CH2:31][CH2:30]1, predict the reaction product. The product is: [CH3:34][C:29]1([O:3][C:2]([C:4]([F:14])([F:15])[CH:5]([O:8][C:9](=[O:13])[C:10]([CH3:12])=[CH2:11])[CH2:6][CH3:7])=[O:1])[CH2:33][CH2:32][CH2:31][CH2:30]1. (5) Given the reactants [CH3:1][C:2]1[CH:7]=[C:6]([CH3:8])[NH:5][C:4](=[O:9])[C:3]=1[CH2:10][NH:11][C:12]([C:14]1[C:15]2[CH:32]=[N:31][N:30]([CH:33]([CH3:35])[CH3:34])[C:16]=2[N:17]=[C:18]([C:20]2[CH2:21][C:22]([CH3:29])([CH3:28])[NH:23][C:24]([CH3:27])([CH3:26])[CH:25]=2)[CH:19]=1)=[O:13], predict the reaction product. The product is: [CH3:1][C:2]1[CH:7]=[C:6]([CH3:8])[NH:5][C:4](=[O:9])[C:3]=1[CH2:10][NH:11][C:12]([C:14]1[C:15]2[CH:32]=[N:31][N:30]([CH:33]([CH3:35])[CH3:34])[C:16]=2[N:17]=[C:18]([CH:20]2[CH2:25][C:24]([CH3:26])([CH3:27])[NH:23][C:22]([CH3:29])([CH3:28])[CH2:21]2)[CH:19]=1)=[O:13]. (6) Given the reactants F[C:2]1[CH:7]=[CH:6][C:5]([C:8]2[CH:13]=[CH:12][N:11]=[C:10]([CH3:14])[CH:9]=2)=[CH:4][C:3]=1[C:15]([F:18])([F:17])[F:16].[CH3:19][C:20]([SH:23])([CH3:22])[CH3:21].CN(C=O)C.CC(C)([O-])C.[Na+], predict the reaction product. The product is: [C:20]([S:23][C:2]1[CH:7]=[CH:6][C:5]([C:8]2[CH:13]=[CH:12][N:11]=[C:10]([CH3:14])[CH:9]=2)=[CH:4][C:3]=1[C:15]([F:18])([F:17])[F:16])([CH3:22])([CH3:21])[CH3:19].